The task is: Regression. Given a peptide amino acid sequence and an MHC pseudo amino acid sequence, predict their binding affinity value. This is MHC class I binding data.. This data is from Peptide-MHC class I binding affinity with 185,985 pairs from IEDB/IMGT. (1) The peptide sequence is VTGFMEEEI. The binding affinity (normalized) is 0.0288. The MHC is HLA-A68:02 with pseudo-sequence HLA-A68:02. (2) The peptide sequence is LTIMGVIFLI. The MHC is HLA-A02:01 with pseudo-sequence HLA-A02:01. The binding affinity (normalized) is 0.793. (3) The peptide sequence is HEGDIVPLF. The MHC is HLA-B08:03 with pseudo-sequence HLA-B08:03. The binding affinity (normalized) is 0.0847. (4) The binding affinity (normalized) is 0.362. The MHC is Patr-A0101 with pseudo-sequence Patr-A0101. The peptide sequence is AVLDRDGNFR. (5) The peptide sequence is TSAMLVFALPI. The MHC is Mamu-A01 with pseudo-sequence Mamu-A01. The binding affinity (normalized) is 0.137. (6) The peptide sequence is GVTFQGKFK. The MHC is HLA-A03:01 with pseudo-sequence HLA-A03:01. The binding affinity (normalized) is 0.158. (7) The peptide sequence is PTNDHIPVVY. The MHC is HLA-A11:01 with pseudo-sequence HLA-A11:01. The binding affinity (normalized) is 0.167. (8) The peptide sequence is RQAELSKAY. The MHC is HLA-A11:01 with pseudo-sequence HLA-A11:01. The binding affinity (normalized) is 0.0847.